From a dataset of Reaction yield outcomes from USPTO patents with 853,638 reactions. Predict the reaction yield, written as a fraction of the theoretical maximum amount of product (1.0 means a 100% yield; for example, 0.34 means a 34% yield). (1) The reactants are [NH2:1][C@@H:2]([CH2:33][C:34]1[CH:39]=[CH:38][CH:37]=[CH:36][CH:35]=1)[C@@H:3]([OH:32])[CH2:4][C@@H:5]([NH:19][C:20]([C@@H:22]([NH:27][C:28](=[O:31])[O:29][CH3:30])[C:23]([CH3:26])([CH3:25])[CH3:24])=[O:21])[CH2:6][C:7]1[CH:12]=[CH:11][C:10]([C:13]2[CH:18]=[CH:17][CH:16]=[CH:15][N:14]=2)=[CH:9][CH:8]=1.N[C@@H](CC1C=CC=CC=1)[C@@H](O)C[C@H](N[C:59]([C@@H:61](NC(=O)OC)C(C)(C)C)=[O:60])CC1C=CC(C2C=CC=CN=2)=CC=1.CCOP(ON1N=N[C:92]2[CH:93]=CC=[CH:96][C:91]=2[C:89]1=[O:90])(OCC)=O.C(N(CC)[CH:103]([CH3:105])[CH3:104])(C)C. The catalyst is C1COCC1. The product is [CH3:96][C:91]1[CH:92]=[CH:93][CH:105]=[C:103]([CH3:104])[C:89]=1[O:90][CH2:61][C:59]([NH:1][C@@H:2]([CH2:33][C:34]1[CH:35]=[CH:36][CH:37]=[CH:38][CH:39]=1)[C@@H:3]([OH:32])[CH2:4][C@@H:5]([NH:19][C:20]([C@@H:22]([NH:27][C:28](=[O:31])[O:29][CH3:30])[C:23]([CH3:26])([CH3:25])[CH3:24])=[O:21])[CH2:6][C:7]1[CH:12]=[CH:11][C:10]([C:13]2[CH:18]=[CH:17][CH:16]=[CH:15][N:14]=2)=[CH:9][CH:8]=1)=[O:60]. The yield is 0.770. (2) The reactants are [CH3:1][C:2](=[O:7])[CH2:3][C:4](=[O:6])[CH3:5].[CH3:8][O:9][C:10]1[CH:17]=[CH:16][C:13]([CH:14]=O)=[CH:12][CH:11]=1.B([O:19][CH2:20][CH2:21][CH2:22]C)([O:19][CH2:20][CH2:21][CH2:22]C)[O:19][CH2:20][CH2:21][CH2:22]C.[CH2:34](N)[CH2:35][CH2:36][CH3:37].Cl.[C:40](OCC)(=O)C. The yield is 0.840. The product is [CH3:8][O:9][C:10]1[CH:17]=[CH:16][C:13]([CH:14]=[CH:1][C:2](=[O:7])[CH2:3][C:4](=[O:6])[CH:5]=[CH:37][C:36]2[CH:22]=[CH:21][C:20]([O:19][CH3:40])=[CH:34][CH:35]=2)=[CH:12][CH:11]=1. No catalyst specified. (3) The reactants are C([O:8][C:9]1[CH:14]=[C:13]([O:15]CC2C=CC=CC=2)[C:12]([C:23]([CH3:25])=[CH2:24])=[CH:11][C:10]=1[C:26]([N:28]1[CH2:36][C:35]2[C:30](=[CH:31][CH:32]=[C:33]([O:37][CH2:38][CH2:39][N:40]([CH3:42])[CH3:41])[CH:34]=2)[CH2:29]1)=[O:27])C1C=CC=CC=1.[CH3:43]O. The catalyst is [Pd]. The product is [OH:8][C:9]1[CH:14]=[C:13]([OH:15])[C:12]([CH:23]([CH3:24])[CH3:25])=[CH:11][C:10]=1[C:26]([N:28]1[CH2:36][C:35]2[C:30](=[C:31]([CH3:43])[CH:32]=[C:33]([O:37][CH2:38][CH2:39][N:40]([CH3:42])[CH3:41])[CH:34]=2)[CH2:29]1)=[O:27]. The yield is 0.350. (4) The reactants are Cl.[CH3:2][O:3][C:4]([C:6]1[CH:7]=[C:8]2[C:13](=[CH:14][CH:15]=1)[CH2:12][NH:11][CH2:10][CH2:9]2)=[O:5].[C:16](O[C:16]([O:18][C:19]([CH3:22])([CH3:21])[CH3:20])=[O:17])([O:18][C:19]([CH3:22])([CH3:21])[CH3:20])=[O:17].C(N(CC)CC)C. The catalyst is CO.C(OCC)(=O)C. The product is [CH3:2][O:3][C:4]([C:6]1[CH:7]=[C:8]2[C:13](=[CH:14][CH:15]=1)[CH2:12][N:11]([C:16]([O:18][C:19]([CH3:22])([CH3:21])[CH3:20])=[O:17])[CH2:10][CH2:9]2)=[O:5]. The yield is 1.00. (5) The reactants are [C:1]([C:3]1[CH:8]=[CH:7][C:6]([CH:9]([CH3:18])[CH2:10][NH:11][S:12]([CH:15]([CH3:17])[CH3:16])(=[O:14])=[O:13])=[CH:5][CH:4]=1)#[N:2].[N:19]([Sn](CCCC)(CCCC)CCCC)=[N+:20]=[N-:21].Cl. No catalyst specified. The product is [NH:19]1[C:1]([C:3]2[CH:8]=[CH:7][C:6]([CH:9]([CH3:18])[CH2:10][NH:11][S:12]([CH:15]([CH3:17])[CH3:16])(=[O:13])=[O:14])=[CH:5][CH:4]=2)=[N:2][N:21]=[N:20]1. The yield is 0.890.